This data is from Full USPTO retrosynthesis dataset with 1.9M reactions from patents (1976-2016). The task is: Predict the reactants needed to synthesize the given product. Given the product [Br:1][C:2]1[CH:10]=[CH:9][C:5]([C:6]([N:15]2[CH2:14][CH2:13][N:12]([C:18]([O:20][C:21]([CH3:24])([CH3:23])[CH3:22])=[O:19])[CH2:17][CH2:16]2)=[O:7])=[C:4]([F:11])[CH:3]=1, predict the reactants needed to synthesize it. The reactants are: [Br:1][C:2]1[CH:10]=[CH:9][C:5]([C:6](Cl)=[O:7])=[C:4]([F:11])[CH:3]=1.[N:12]1([C:18]([O:20][C:21]([CH3:24])([CH3:23])[CH3:22])=[O:19])[CH2:17][CH2:16][NH:15][CH2:14][CH2:13]1.CCN(C(C)C)C(C)C.